Dataset: Forward reaction prediction with 1.9M reactions from USPTO patents (1976-2016). Task: Predict the product of the given reaction. Given the reactants [Cl:1][C:2]1[CH:3]=[C:4]([CH2:9][N:10]2[C:14]([CH3:15])=[C:13]([C:16]([NH:18][C:19]3[CH:20]=[C:21]([CH:27]=[CH:28][CH:29]=3)[C:22]([O:24]CC)=[O:23])=[O:17])[N:12]=[N:11]2)[CH:5]=[CH:6][C:7]=1[Cl:8].[OH-].[Na+], predict the reaction product. The product is: [Cl:1][C:2]1[CH:3]=[C:4]([CH2:9][N:10]2[C:14]([CH3:15])=[C:13]([C:16]([NH:18][C:19]3[CH:20]=[C:21]([CH:27]=[CH:28][CH:29]=3)[C:22]([OH:24])=[O:23])=[O:17])[N:12]=[N:11]2)[CH:5]=[CH:6][C:7]=1[Cl:8].